Dataset: Reaction yield outcomes from USPTO patents with 853,638 reactions. Task: Predict the reaction yield, written as a fraction of the theoretical maximum amount of product (1.0 means a 100% yield; for example, 0.34 means a 34% yield). (1) The reactants are Br[CH2:2][C:3]1[CH:8]=[CH:7][C:6]([N+:9]([O-:11])=[O:10])=[CH:5][CH:4]=1.[N:12]1([C:18]([O:20][C:21]([CH3:24])([CH3:23])[CH3:22])=[O:19])[CH2:17][CH2:16][NH:15][CH2:14][CH2:13]1.C(=O)([O-])[O-].[Na+].[Na+].O. The catalyst is CN(C=O)C. The product is [N+:9]([C:6]1[CH:7]=[CH:8][C:3]([CH2:2][N:15]2[CH2:14][CH2:13][N:12]([C:18]([O:20][C:21]([CH3:24])([CH3:23])[CH3:22])=[O:19])[CH2:17][CH2:16]2)=[CH:4][CH:5]=1)([O-:11])=[O:10]. The yield is 0.950. (2) The reactants are [CH3:1][S:2]([C:5]1[CH:10]=[CH:9][C:8]([C:11]([C:19]2[NH:27][C:22]3=[N:23][CH:24]=[CH:25][CH:26]=[C:21]3[CH:20]=2)=[CH:12][CH:13]2[CH2:18][CH2:17][O:16][CH2:15][CH2:14]2)=[CH:7][CH:6]=1)(=[O:4])=[O:3]. The catalyst is [Pd].CO. The product is [CH3:1][S:2]([C:5]1[CH:6]=[CH:7][C:8]([CH:11]([C:19]2[NH:27][C:22]3=[N:23][CH:24]=[CH:25][CH:26]=[C:21]3[CH:20]=2)[CH2:12][CH:13]2[CH2:14][CH2:15][O:16][CH2:17][CH2:18]2)=[CH:9][CH:10]=1)(=[O:3])=[O:4]. The yield is 0.270. (3) The reactants are C[O:2][C:3](=O)[CH2:4][C:5]([NH:7][C:8]1[CH:13]=[CH:12][C:11]([O:14][CH2:15][C:16]2[CH:21]=[C:20]([F:22])[C:19]([F:23])=[CH:18][C:17]=2[F:24])=[CH:10][CH:9]=1)=[O:6].[OH-].[NH4+:27]. No catalyst specified. The product is [F:24][C:17]1[CH:18]=[C:19]([F:23])[C:20]([F:22])=[CH:21][C:16]=1[CH2:15][O:14][C:11]1[CH:12]=[CH:13][C:8]([NH:7][C:5](=[O:6])[CH2:4][C:3]([NH2:27])=[O:2])=[CH:9][CH:10]=1. The yield is 0.520. (4) The reactants are [OH:1][CH:2]([C:28]([CH3:31])([CH3:30])[CH3:29])[CH2:3][O:4][C:5]1[CH:10]=[CH:9][C:8]([C:11]([C:16]2[CH:25]=[CH:24][C:19]([C:20]([O:22][CH3:23])=[O:21])=[C:18]([CH3:26])[CH:17]=2)([CH2:14][CH3:15])[CH2:12][CH3:13])=[CH:7][C:6]=1[CH3:27].N1C=CN=C1.[CH3:37][C:38]([Si:41](Cl)([CH3:43])[CH3:42])([CH3:40])[CH3:39]. The catalyst is CN(C=O)C. The product is [Si:41]([O:1][CH:2]([C:28]([CH3:29])([CH3:31])[CH3:30])[CH2:3][O:4][C:5]1[CH:10]=[CH:9][C:8]([C:11]([C:16]2[CH:25]=[CH:24][C:19]([C:20]([O:22][CH3:23])=[O:21])=[C:18]([CH3:26])[CH:17]=2)([CH2:12][CH3:13])[CH2:14][CH3:15])=[CH:7][C:6]=1[CH3:27])([C:38]([CH3:40])([CH3:39])[CH3:37])([CH3:43])[CH3:42]. The yield is 0.720. (5) The reactants are [Cl:1][C:2]1[CH:3]=[C:4]([NH:17][C:18]2[C:19]3[C:26]4[CH2:27][CH2:28][N:29]([C:31](OC(C)(C)C)=[O:32])[CH2:30][C:25]=4[O:24][C:20]=3[N:21]=[CH:22][N:23]=2)[CH:5]=[CH:6][C:7]=1[O:8][CH2:9][C:10]1[CH:15]=[CH:14][CH:13]=[C:12]([F:16])[CH:11]=1.Cl.O1CCOCC1.Cl.[CH3:46][N:47]([CH3:54])[CH2:48]/[CH:49]=[CH:50]/C(O)=O. The catalyst is CC(O)C. The product is [Cl:1][C:2]1[CH:3]=[C:4]([NH:17][C:18]2[C:19]3[C:26]4[CH2:27][CH2:28][N:29]([C:31](=[O:32])/[CH:50]=[CH:49]/[CH2:48][N:47]([CH3:54])[CH3:46])[CH2:30][C:25]=4[O:24][C:20]=3[N:21]=[CH:22][N:23]=2)[CH:5]=[CH:6][C:7]=1[O:8][CH2:9][C:10]1[CH:15]=[CH:14][CH:13]=[C:12]([F:16])[CH:11]=1. The yield is 0.380. (6) The product is [C:33]([C:20]1[CH:21]=[N:22][C:23]2[C:28]([C:19]=1[N:16]1[CH2:17][CH2:18][CH:14]([NH:13][C:1]([NH:8][C:12]3[CH:11]=[CH:45][C:39]([O:38][CH:35]([CH3:37])[CH3:36])=[CH:40][CH:41]=3)=[O:2])[CH2:15]1)=[CH:27][C:26]([O:29][CH3:30])=[C:25]([O:31][CH3:32])[CH:24]=2)#[N:34]. The yield is 0.160. The reactants are [C:1]([N:8]1[CH:12]=[CH:11]N=C1)(N1C=CN=C1)=[O:2].[NH2:13][CH:14]1[CH2:18][CH2:17][N:16]([C:19]2[C:28]3[C:23](=[CH:24][C:25]([O:31][CH3:32])=[C:26]([O:29][CH3:30])[CH:27]=3)[N:22]=[CH:21][C:20]=2[C:33]#[N:34])[CH2:15]1.[CH:35]([O:38][C:39]1[CH:45]=CC(N)=[CH:41][CH:40]=1)([CH3:37])[CH3:36]. The catalyst is C(Cl)Cl. (7) The reactants are [C:1]([C:5]1[CH:10]=[CH:9][C:8]([N:11]2[CH:15]([C:16]3[CH:31]=[CH:30][C:19]([NH:20][CH2:21][C:22]4[CH:27]=[CH:26][C:25]([O:28][CH3:29])=[CH:24][CH:23]=4)=[C:18]([N+:32]([O-])=O)[CH:17]=3)[CH2:14][CH2:13][CH:12]2[C:35]2[CH:50]=[CH:49][C:38]([NH:39][CH2:40][C:41]3[CH:46]=[CH:45][C:44]([O:47][CH3:48])=[CH:43][CH:42]=3)=[C:37]([N+:51]([O-])=O)[CH:36]=2)=[CH:7][CH:6]=1)([CH3:4])([CH3:3])[CH3:2]. The catalyst is C1COCC1.C(O)C.C(OCC)(=O)C.[Pt]=O. The product is [C:1]([C:5]1[CH:10]=[CH:9][C:8]([N:11]2[CH:12]([C:35]3[CH:36]=[C:37]([NH2:51])[C:38]([NH:39][CH2:40][C:41]4[CH:46]=[CH:45][C:44]([O:47][CH3:48])=[CH:43][CH:42]=4)=[CH:49][CH:50]=3)[CH2:13][CH2:14][CH:15]2[C:16]2[CH:17]=[C:18]([NH2:32])[C:19]([NH:20][CH2:21][C:22]3[CH:23]=[CH:24][C:25]([O:28][CH3:29])=[CH:26][CH:27]=3)=[CH:30][CH:31]=2)=[CH:7][CH:6]=1)([CH3:4])([CH3:2])[CH3:3]. The yield is 0.280.